From a dataset of Forward reaction prediction with 1.9M reactions from USPTO patents (1976-2016). Predict the product of the given reaction. (1) Given the reactants [OH:1][C@H:2]1[CH2:6][N:5]([C:7](=[O:20])[C@@H:8]([N:10]2[CH2:18][C:17]3[C:12](=[CH:13][CH:14]=[CH:15][CH:16]=3)[C:11]2=[O:19])[CH3:9])[C@H:4]([C:21]([OH:23])=O)[CH2:3]1.CCN(C(C)C)C(C)C.[NH:33]1[C:41]2[C:36](=[CH:37][CH:38]=[CH:39][CH:40]=2)[C:35]([CH2:42][NH2:43])=[CH:34]1.CN(C(ON1N=NC2C=CC=NC1=2)=[N+](C)C)C.F[P-](F)(F)(F)(F)F, predict the reaction product. The product is: [NH:33]1[C:41]2[C:36](=[CH:37][CH:38]=[CH:39][CH:40]=2)[C:35]([CH2:42][NH:43][C:21]([C@@H:4]2[CH2:3][C@@H:2]([OH:1])[CH2:6][N:5]2[C:7](=[O:20])[C@@H:8]([N:10]2[CH2:18][C:17]3[C:12](=[CH:13][CH:14]=[CH:15][CH:16]=3)[C:11]2=[O:19])[CH3:9])=[O:23])=[CH:34]1. (2) Given the reactants Cl.[Cl:2][CH2:3][C:4]1[N:13]=[C:12]([N:14]([C:16]2[CH:21]=[C:20]([Cl:22])[C:19]([O:23][CH3:24])=[C:18]([Cl:25])[CH:17]=2)[CH3:15])[C:11]2[C:6](=[CH:7][CH:8]=[CH:9][CH:10]=2)[N:5]=1.ClC1C2C(=CC=CC=2)N=C(CCl)N=1.Cl.ClC1C=C(NC)C=C(Cl)C=1OC, predict the reaction product. The product is: [Cl:2][CH2:3][C:4]1[N:13]=[C:12]([N:14]([C:16]2[CH:17]=[C:18]([Cl:25])[C:19]([O:23][CH3:24])=[C:20]([Cl:22])[CH:21]=2)[CH3:15])[C:11]2[C:6](=[CH:7][CH:8]=[CH:9][CH:10]=2)[N:5]=1.